Dataset: Forward reaction prediction with 1.9M reactions from USPTO patents (1976-2016). Task: Predict the product of the given reaction. (1) Given the reactants [CH3:1][O:2][C:3]([C:5]1[CH:24]=[CH:23][CH:22]=[CH:21][C:6]=1[O:7][CH2:8][CH2:9][C:10]1[CH:20]=[CH:19][C:13]([O:14][CH2:15][C:16]([OH:18])=O)=[CH:12][CH:11]=1)=[O:4].[F:25][C:26]1[CH:36]=[C:35]([F:37])[CH:34]=[CH:33][C:27]=1[CH2:28][NH:29][CH2:30][CH2:31][CH3:32].F[B-](F)(F)F.N1(OC(N(C)C)=[N+](C)C)C2C=CC=CC=2N=N1.C(N(C(C)C)C(C)C)C, predict the reaction product. The product is: [F:25][C:26]1[CH:36]=[C:35]([F:37])[CH:34]=[CH:33][C:27]=1[CH2:28][N:29]([CH2:30][CH2:31][CH3:32])[C:16](=[O:18])[CH2:15][O:14][C:13]1[CH:12]=[CH:11][C:10]([CH2:9][CH2:8][O:7][C:6]2[CH:21]=[CH:22][CH:23]=[CH:24][C:5]=2[C:3]([O:2][CH3:1])=[O:4])=[CH:20][CH:19]=1. (2) The product is: [Br:28][C:24]1[CH:23]=[C:22]([C@:6]23[CH2:5][NH:4][CH2:12][C@H:11]2[CH2:10][S:9][C:8]([NH:13][C:14](=[O:21])[C:15]2[CH:16]=[CH:17][CH:18]=[CH:19][CH:20]=2)=[N:7]3)[CH:27]=[CH:26][CH:25]=1. Given the reactants C([N:4]1[CH2:12][C@@H:11]2[C@@:6]([C:22]3[CH:27]=[CH:26][CH:25]=[C:24]([Br:28])[CH:23]=3)([N:7]=[C:8]([NH:13][C:14](=[O:21])[C:15]3[CH:20]=[CH:19][CH:18]=[CH:17][CH:16]=3)[S:9][CH2:10]2)[CH2:5]1)C=C, predict the reaction product. (3) Given the reactants [F:1][C:2]([F:18])([C:9]([F:17])([F:16])[C:10]([F:15])([F:14])[CH:11]([F:13])[F:12])[CH2:3][CH:4]([C:7]#[N:8])[C:5]#[N:6].Br[CH2:20][CH2:21][CH2:22][F:23].C(=O)([O-])[O-].[K+].[K+].Cl, predict the reaction product. The product is: [F:23][CH2:22][CH2:21][CH2:20][C:4]([CH2:3][C:2]([F:18])([F:1])[C:9]([F:16])([F:17])[C:10]([F:14])([F:15])[CH:11]([F:13])[F:12])([C:7]#[N:8])[C:5]#[N:6]. (4) Given the reactants Br[C:2]1[N:7]=[CH:6][C:5]([O:8][CH2:9][CH2:10][OH:11])=[CH:4][CH:3]=1.[CH2:12]([O:19][C:20]1[N:21]=[N:22][C:23]([C:26]#[CH:27])=[CH:24][CH:25]=1)[C:13]1[CH:18]=[CH:17][CH:16]=[CH:15][CH:14]=1, predict the reaction product. The product is: [CH2:12]([O:19][C:20]1[N:21]=[N:22][C:23]([C:26]#[C:27][C:2]2[N:7]=[CH:6][C:5]([O:8][CH2:9][CH2:10][OH:11])=[CH:4][CH:3]=2)=[CH:24][CH:25]=1)[C:13]1[CH:14]=[CH:15][CH:16]=[CH:17][CH:18]=1. (5) Given the reactants C([O:4][CH2:5][C:6](Cl)=[O:7])(=O)C.[CH3:9][C:10]1[CH:11]=[C:12]([NH:24][C:25]2[C:34]3[C:29](=[CH:30][CH:31]=[C:32]([O:35][CH:36]4[CH2:41][CH2:40][NH:39][CH2:38][CH2:37]4)[CH:33]=3)[N:28]=[CH:27][N:26]=2)[CH:13]=[CH:14][C:15]=1[O:16][C:17]1[CH:18]=[N:19][C:20]([CH3:23])=[CH:21][CH:22]=1.C(N(CC)CC)C.N1CCCC1, predict the reaction product. The product is: [CH3:9][C:10]1[CH:11]=[C:12]([NH:24][C:25]2[C:34]3[C:29](=[CH:30][CH:31]=[C:32]([O:35][CH:36]4[CH2:41][CH2:40][N:39]([C:5](=[O:4])[CH2:6][OH:7])[CH2:38][CH2:37]4)[CH:33]=3)[N:28]=[CH:27][N:26]=2)[CH:13]=[CH:14][C:15]=1[O:16][C:17]1[CH:18]=[N:19][C:20]([CH3:23])=[CH:21][CH:22]=1. (6) Given the reactants [CH3:1][O:2][C:3]1[CH:8]=[CH:7][C:6]([C:9]([NH:24][C:25]2[O:26][CH2:27][C@H:28]([F:40])[C@:29]([C:32]3[CH:37]=[C:36](Br)[CH:35]=[CH:34][C:33]=3[F:39])([CH3:31])[N:30]=2)([C:16]2[CH:21]=[CH:20][C:19]([O:22][CH3:23])=[CH:18][CH:17]=2)[C:10]2[CH:15]=[CH:14][CH:13]=[CH:12][CH:11]=2)=[CH:5][CH:4]=1.[CH3:41][C:42]1[CH:43]=[N:44][NH:45][CH:46]=1, predict the reaction product. The product is: [CH3:1][O:2][C:3]1[CH:8]=[CH:7][C:6]([C:9]([NH:24][C:25]2[O:26][CH2:27][C@H:28]([F:40])[C@:29]([C:32]3[CH:37]=[C:36]([N:44]4[CH:43]=[C:42]([CH3:41])[CH:46]=[N:45]4)[CH:35]=[CH:34][C:33]=3[F:39])([CH3:31])[N:30]=2)([C:16]2[CH:21]=[CH:20][C:19]([O:22][CH3:23])=[CH:18][CH:17]=2)[C:10]2[CH:15]=[CH:14][CH:13]=[CH:12][CH:11]=2)=[CH:5][CH:4]=1. (7) Given the reactants [CH3:1][Si:2]([CH3:10])([CH3:9])[O:3][C:4]([CH3:8])([C:6]#[CH:7])[CH3:5].[CH3:11][C:12]1([CH3:19])[C:16]([CH3:18])([CH3:17])[O:15][BH:14][O:13]1.C12BC(CCC1)CCC2, predict the reaction product. The product is: [CH3:1][Si:2]([CH3:10])([CH3:9])[O:3][C:4]([CH3:8])(/[CH:6]=[CH:7]/[B:14]1[O:15][C:16]([CH3:18])([CH3:17])[C:12]([CH3:19])([CH3:11])[O:13]1)[CH3:5]. (8) Given the reactants [Br:1][C:2]1[CH:3]=[C:4]([C:8]([NH:21][S@@:22]([C:24]([CH3:27])([CH3:26])[CH3:25])=[O:23])([CH2:11]/[C:12](=N/N(C)C)/[C:13]([F:16])([F:15])[F:14])[CH2:9][F:10])[CH:5]=[CH:6][CH:7]=1.Cl.C(=O)(O)[O-:30].[Na+], predict the reaction product. The product is: [Br:1][C:2]1[CH:3]=[C:4]([C:8]([NH:21][S@@:22]([C:24]([CH3:27])([CH3:26])[CH3:25])=[O:23])([CH2:11][C:12](=[O:30])[C:13]([F:16])([F:15])[F:14])[CH2:9][F:10])[CH:5]=[CH:6][CH:7]=1.